Task: Predict the reactants needed to synthesize the given product.. Dataset: Full USPTO retrosynthesis dataset with 1.9M reactions from patents (1976-2016) (1) Given the product [Cl:10][C:11]1[C:12]([C:30]2[C:38]3[C:33](=[CH:34][CH:35]=[CH:36][CH:37]=3)[NH:32][CH:31]=2)=[N:13][C:14]([NH:17][C:18]2[CH:23]=[C:22]([N+:24]([O-:26])=[O:25])[C:21]([N:7]3[CH2:8][CH:5]([N:4]([CH3:9])[CH3:3])[CH2:6]3)=[CH:20][C:19]=2[O:28][CH3:29])=[N:15][CH:16]=1, predict the reactants needed to synthesize it. The reactants are: Cl.Cl.[CH3:3][N:4]([CH3:9])[CH:5]1[CH2:8][NH:7][CH2:6]1.[Cl:10][C:11]1[C:12]([C:30]2[C:38]3[C:33](=[CH:34][CH:35]=[CH:36][CH:37]=3)[NH:32][CH:31]=2)=[N:13][C:14]([NH:17][C:18]2[CH:23]=[C:22]([N+:24]([O-:26])=[O:25])[C:21](F)=[CH:20][C:19]=2[O:28][CH3:29])=[N:15][CH:16]=1.CCN(C(C)C)C(C)C. (2) Given the product [F:17][C:18]1[CH:30]=[C:29]([C:2]2[CH:3]=[C:4]([C:9]3[N:10]=[N:11][N:12]([CH:14]([CH3:16])[CH3:15])[CH:13]=3)[C:5]([NH2:8])=[N:6][CH:7]=2)[CH:28]=[CH:27][C:19]=1[CH2:20][N:21]1[CH2:22][CH2:23][O:24][CH2:25][CH2:26]1, predict the reactants needed to synthesize it. The reactants are: Br[C:2]1[CH:3]=[C:4]([C:9]2[N:10]=[N:11][N:12]([CH:14]([CH3:16])[CH3:15])[CH:13]=2)[C:5]([NH2:8])=[N:6][CH:7]=1.[F:17][C:18]1[CH:30]=[C:29](B2OC(C)(C)C(C)(C)O2)[CH:28]=[CH:27][C:19]=1[CH2:20][N:21]1[CH2:26][CH2:25][O:24][CH2:23][CH2:22]1.O.C([O-])([O-])=O.[Cs+].[Cs+]. (3) Given the product [CH3:25][O:26][CH2:27][CH2:28][NH:29][C:2]1[C:7]([C:8]([O:10][CH2:11][CH3:12])=[O:9])=[C:6]([C:13]2[CH:18]=[CH:17][C:16]([CH3:19])=[CH:15][CH:14]=2)[C:5]([C:20]([O:22][CH3:23])=[O:21])=[C:4]([CH3:24])[N:3]=1, predict the reactants needed to synthesize it. The reactants are: F[C:2]1[C:7]([C:8]([O:10][CH2:11][CH3:12])=[O:9])=[C:6]([C:13]2[CH:18]=[CH:17][C:16]([CH3:19])=[CH:15][CH:14]=2)[C:5]([C:20]([O:22][CH3:23])=[O:21])=[C:4]([CH3:24])[N:3]=1.[CH3:25][O:26][CH2:27][CH2:28][NH2:29].CCN(C(C)C)C(C)C.ClCCCl. (4) The reactants are: C1C=CC(C2C=CC=CC=2)=CC=1.C1C=CC(OC2C=CC=CC=2)=CC=1.[Cl:26][C:27]1[N:32]=[CH:31][C:30]([NH:33][CH:34]=[C:35]([C:41](=[O:43])[CH3:42])[C:36]([O:38]CC)=O)=[CH:29][CH:28]=1. Given the product [Cl:26][C:27]1[N:32]=[C:31]2[C:30](=[CH:29][CH:28]=1)[N:33]=[CH:34][C:35]([C:41](=[O:43])[CH3:42])=[C:36]2[OH:38], predict the reactants needed to synthesize it. (5) Given the product [CH:15]([N:11]([CH:12]([CH3:14])[CH3:13])[C:9](=[O:10])[CH:8]([C:18]1[CH:19]=[N:20][CH:21]=[CH:22][CH:23]=1)[CH:7]([C:24]1[CH:29]=[CH:28][CH:27]=[CH:26][CH:25]=1)[CH2:6][C:5]([NH:4][CH2:3][C:2](=[O:1])[CH3:31])=[O:30])([CH3:16])[CH3:17], predict the reactants needed to synthesize it. The reactants are: [OH:1][CH:2]([CH3:31])[CH2:3][NH:4][C:5](=[O:30])[CH2:6][CH:7]([C:24]1[CH:29]=[CH:28][CH:27]=[CH:26][CH:25]=1)[CH:8]([C:18]1[CH:19]=[N:20][CH:21]=[CH:22][CH:23]=1)[C:9]([N:11]([CH:15]([CH3:17])[CH3:16])[CH:12]([CH3:14])[CH3:13])=[O:10].CC(OI1(OC(C)=O)(OC(C)=O)OC(=O)C2C=CC=CC1=2)=O. (6) The reactants are: [Br:1][C:2]1[CH:3]=[CH:4][C:5]2[N:11]3[C:12]([CH3:15])=[N:13][N:14]=[C:10]3[C@H:9]([CH3:16])[CH2:8][NH:7][C:6]=2[CH:17]=1.[H-].[Na+].[Cl:20][C:21]1[CH:22]=[CH:23][C:24](F)=[N:25][CH:26]=1. Given the product [Br:1][C:2]1[CH:3]=[CH:4][C:5]2[N:11]3[C:12]([CH3:15])=[N:13][N:14]=[C:10]3[C@H:9]([CH3:16])[CH2:8][N:7]([C:24]3[CH:23]=[CH:22][C:21]([Cl:20])=[CH:26][N:25]=3)[C:6]=2[CH:17]=1, predict the reactants needed to synthesize it. (7) The reactants are: [C:1]([N:5]1[CH2:10][CH2:9][N:8]([C:11]2[CH:16]=[CH:15][C:14]([NH:17][C:18]3[C:27]4[C:22](=[CH:23][CH:24]=[C:25]([C:28]5[CH:29]=[N:30][C:31]6[C:36]([CH:37]=5)=[CH:35][CH:34]=[CH:33][CH:32]=6)[CH:26]=4)[N:21]=[CH:20][C:19]=3[C:38]([O:40]CC)=[O:39])=[CH:13][C:12]=2[C:43]([F:46])([F:45])[F:44])[CH2:7][CH2:6]1)(=[O:4])[CH2:2][CH3:3].[OH-].[Na+].Cl. Given the product [C:1]([N:5]1[CH2:6][CH2:7][N:8]([C:11]2[CH:16]=[CH:15][C:14]([NH:17][C:18]3[C:27]4[C:22](=[CH:23][CH:24]=[C:25]([C:28]5[CH:29]=[N:30][C:31]6[C:36]([CH:37]=5)=[CH:35][CH:34]=[CH:33][CH:32]=6)[CH:26]=4)[N:21]=[CH:20][C:19]=3[C:38]([OH:40])=[O:39])=[CH:13][C:12]=2[C:43]([F:44])([F:45])[F:46])[CH2:9][CH2:10]1)(=[O:4])[CH2:2][CH3:3], predict the reactants needed to synthesize it. (8) Given the product [Cl:1][C:2]1[CH:7]=[CH:6][C:5]([O:8][CH3:9])=[CH:4][C:3]=1[C:10](=[O:15])[C:11](=[O:13])[CH3:12], predict the reactants needed to synthesize it. The reactants are: [Cl:1][C:2]1[CH:7]=[CH:6][C:5]([O:8][CH3:9])=[CH:4][C:3]=1[CH2:10][C:11](=[O:13])[CH3:12].[Cr](Cl)([O-])(=O)=[O:15].[NH+]1C=CC=CC=1.N1C=CC=CC=1. (9) Given the product [CH3:37][O:38][C:39](=[O:40])[C:41]1[CH:46]=[CH:45][C:44]([C:19]([C:11]2[N:10]([S:7]([C:1]3[CH:2]=[CH:3][CH:4]=[CH:5][CH:6]=3)(=[O:8])=[O:9])[C:14]3=[N:15][CH:16]=[CH:17][CH:18]=[C:13]3[CH:12]=2)=[CH:20][CH:21]2[CH2:25][CH2:24][CH2:23][CH2:22]2)=[CH:43][CH:42]=1, predict the reactants needed to synthesize it. The reactants are: [C:1]1([S:7]([N:10]2[C:14]3=[N:15][CH:16]=[CH:17][CH:18]=[C:13]3[CH:12]=[C:11]2[C:19](OS(C2C=CC(C)=CC=2)(=O)=O)=[CH:20][CH:21]2[CH2:25][CH2:24][CH2:23][CH2:22]2)(=[O:9])=[O:8])[CH:6]=[CH:5][CH:4]=[CH:3][CH:2]=1.[CH3:37][O:38][C:39]([C:41]1[CH:46]=[CH:45][C:44](B(O)O)=[CH:43][CH:42]=1)=[O:40].C(=O)([O-])[O-].[Na+].[Na+].